From a dataset of Full USPTO retrosynthesis dataset with 1.9M reactions from patents (1976-2016). Predict the reactants needed to synthesize the given product. (1) Given the product [N:22]([CH2:13][CH2:12][C:11]([C:16]1[CH:21]=[CH:20][CH:19]=[CH:18][CH:17]=1)([OH:15])[CH2:10][CH2:9][O:8][Si:1]([C:4]([CH3:7])([CH3:6])[CH3:5])([CH3:3])[CH3:2])=[N+:23]=[N-:24], predict the reactants needed to synthesize it. The reactants are: [Si:1]([O:8][CH2:9][CH2:10][C:11]([C:16]1[CH:21]=[CH:20][CH:19]=[CH:18][CH:17]=1)([OH:15])[CH2:12][CH2:13]Cl)([C:4]([CH3:7])([CH3:6])[CH3:5])([CH3:3])[CH3:2].[N-:22]=[N+:23]=[N-:24].[Na+]. (2) The reactants are: [CH2:1]([C:3]1[C:8](/[CH:9]=[CH:10]/[O:11]C)=[CH:7][CH:6]=[CH:5][C:4]=1[C:13]1[CH:14]=[N:15][C:16]([C:19]2[CH:20]=[CH:21][C:22]([CH2:27][CH:28]([CH3:30])[CH3:29])=[C:23]([CH:26]=2)[C:24]#[N:25])=[N:17][CH:18]=1)[CH3:2].[I-].[Na+].C[Si](Cl)(C)C. Given the product [CH2:1]([C:3]1[C:8]([CH2:9][CH:10]=[O:11])=[CH:7][CH:6]=[CH:5][C:4]=1[C:13]1[CH:18]=[N:17][C:16]([C:19]2[CH:20]=[CH:21][C:22]([CH2:27][CH:28]([CH3:29])[CH3:30])=[C:23]([CH:26]=2)[C:24]#[N:25])=[N:15][CH:14]=1)[CH3:2], predict the reactants needed to synthesize it. (3) The reactants are: [NH2:1][C:2]1[CH:3]=[C:4]([C:9]([Br:12])=[CH:10][N:11]=1)[C:5]([O:7][CH3:8])=[O:6].[C:13](O[C:13]([O:15][C:16]([CH3:19])([CH3:18])[CH3:17])=[O:14])([O:15][C:16]([CH3:19])([CH3:18])[CH3:17])=[O:14]. Given the product [C:16]([O:15][C:13]([N:1]([C:13]([O:15][C:16]([CH3:19])([CH3:18])[CH3:17])=[O:14])[C:2]1[CH:3]=[C:4]([C:9]([Br:12])=[CH:10][N:11]=1)[C:5]([O:7][CH3:8])=[O:6])=[O:14])([CH3:19])([CH3:18])[CH3:17], predict the reactants needed to synthesize it.